This data is from Forward reaction prediction with 1.9M reactions from USPTO patents (1976-2016). The task is: Predict the product of the given reaction. (1) Given the reactants [CH3:1][O:2][C:3]([C:5]1[C:6]([OH:25])=[C:7]2[C:12](=[CH:13][N:14]=1)[N:11]([C@@H:15]([C:17]1[CH:22]=[CH:21][CH:20]=[CH:19][CH:18]=1)[CH3:16])[C:10](=[O:23])[C:9](Br)=[CH:8]2)=[O:4].[C:26]1([Sn](CCCC)(CCCC)CCCC)[CH:31]=[CH:30][CH:29]=[CH:28][CH:27]=1.CCOC(C)=O.Cl, predict the reaction product. The product is: [CH3:1][O:2][C:3]([C:5]1[C:6]([OH:25])=[C:7]2[C:12](=[CH:13][N:14]=1)[N:11]([C@@H:15]([C:17]1[CH:22]=[CH:21][CH:20]=[CH:19][CH:18]=1)[CH3:16])[C:10](=[O:23])[C:9]([C:26]1[CH:31]=[CH:30][CH:29]=[CH:28][CH:27]=1)=[CH:8]2)=[O:4]. (2) Given the reactants Br[C:2]1[O:6][C:5]([C:7]([NH:9][C:10]2[C:11]([C:20]([NH:22][C@@H:23]([CH:28]3[CH2:33][CH2:32][CH2:31][CH2:30][CH2:29]3)[C:24]([O:26][CH3:27])=[O:25])=[O:21])=[CH:12][C:13]3[C:18]([CH:19]=2)=[CH:17][CH:16]=[CH:15][CH:14]=3)=[O:8])=[CH:4][CH:3]=1.[CH3:34][C:35]1[CH:40]=[C:39]([CH3:41])[CH:38]=[C:37]([CH3:42])[C:36]=1B(O)O.C([O-])([O-])=O.[Na+].[Na+].CCCCCC.C(OCC)(=O)C, predict the reaction product. The product is: [CH:28]1([C@H:23]([NH:22][C:20]([C:11]2[C:10]([NH:9][C:7]([C:5]3[O:6][C:2]([C:36]4[C:37]([CH3:42])=[CH:38][C:39]([CH3:41])=[CH:40][C:35]=4[CH3:34])=[CH:3][CH:4]=3)=[O:8])=[CH:19][C:18]3[C:13](=[CH:14][CH:15]=[CH:16][CH:17]=3)[CH:12]=2)=[O:21])[C:24]([O:26][CH3:27])=[O:25])[CH2:33][CH2:32][CH2:31][CH2:30][CH2:29]1. (3) The product is: [CH3:30][S:31]([N:34]1[CH2:39][CH2:38][N:37]([CH:2]([C:23]2[CH:28]=[CH:27][CH:26]=[CH:25][CH:24]=2)[CH2:3][CH2:4][N:5]2[CH2:10][CH2:9][CH:8]([CH2:11][CH2:12][S:13]([C:16]3[CH:21]=[CH:20][C:19]([F:22])=[CH:18][CH:17]=3)(=[O:15])=[O:14])[CH2:7][CH2:6]2)[CH2:36][CH2:35]1)(=[O:33])=[O:32]. Given the reactants Cl[CH:2]([C:23]1[CH:28]=[CH:27][CH:26]=[CH:25][CH:24]=1)[CH2:3][CH2:4][N:5]1[CH2:10][CH2:9][CH:8]([CH2:11][CH2:12][S:13]([C:16]2[CH:21]=[CH:20][C:19]([F:22])=[CH:18][CH:17]=2)(=[O:15])=[O:14])[CH2:7][CH2:6]1.Cl.[CH3:30][S:31]([N:34]1[CH2:39][CH2:38][NH:37][CH2:36][CH2:35]1)(=[O:33])=[O:32].S(C1C=CC(C)=CC=1)([O-])(=O)=O.S([O-])(=O)(=O)C.[O-]S(C(F)(F)F)(=O)=O.C(=O)([O-])[O-].[K+].[K+], predict the reaction product. (4) Given the reactants [C:1](Cl)(=[O:8])[C:2]1[CH:7]=[CH:6][CH:5]=[CH:4][CH:3]=1.Cl.[CH3:11][O:12][C:13](=[O:36])[C@H:14]([CH2:22][C:23]1[CH:28]=[C:27]([Cl:29])[C:26]([O:30][CH2:31][CH2:32][CH2:33][NH2:34])=[C:25]([Cl:35])[CH:24]=1)[NH:15][C:16](=[O:21])[C:17]([F:20])([F:19])[F:18].C(=O)(O)[O-].[Na+].O, predict the reaction product. The product is: [CH3:11][O:12][C:13](=[O:36])[C@H:14]([CH2:22][C:23]1[CH:24]=[C:25]([Cl:35])[C:26]([O:30][CH2:31][CH2:32][CH2:33][NH:34][C:1](=[O:8])[C:2]2[CH:7]=[CH:6][CH:5]=[CH:4][CH:3]=2)=[C:27]([Cl:29])[CH:28]=1)[NH:15][C:16](=[O:21])[C:17]([F:20])([F:18])[F:19]. (5) Given the reactants [Br:1][C:2]1[CH:7]=[CH:6][C:5]([CH2:8][CH2:9]I)=[CH:4][CH:3]=1.C([Mg]Cl)(C)C.[O:16]1[CH:20]=[CH:19][CH:18]=[C:17]1[CH:21]=[O:22].[Cl-].[NH4+], predict the reaction product. The product is: [Br:1][C:2]1[CH:7]=[CH:6][C:5]([CH2:8][CH3:9])=[C:4]([CH:21]([C:17]2[O:16][CH:20]=[CH:19][CH:18]=2)[OH:22])[CH:3]=1.